From a dataset of Peptide-MHC class I binding affinity with 185,985 pairs from IEDB/IMGT. Regression. Given a peptide amino acid sequence and an MHC pseudo amino acid sequence, predict their binding affinity value. This is MHC class I binding data. (1) The peptide sequence is ADYLSCSHF. The MHC is HLA-B40:02 with pseudo-sequence HLA-B40:02. The binding affinity (normalized) is 0.488. (2) The peptide sequence is HIPEVCLKW. The MHC is HLA-A03:01 with pseudo-sequence HLA-A03:01. The binding affinity (normalized) is 0.0847.